Dataset: Forward reaction prediction with 1.9M reactions from USPTO patents (1976-2016). Task: Predict the product of the given reaction. (1) The product is: [CH3:43][N:42]([CH3:44])[CH2:41][CH2:40][O:39][C:36]1[CH:37]=[CH:38][C:33]([NH:32][C:2]2[N:7]=[C:6]([C:8]3[S:12][C:11]([CH3:13])=[N:10][C:9]=3[C:14]3[CH:15]=[C:16]([NH:20][C:21](=[O:30])[C:22]4[C:23]([F:29])=[CH:24][CH:25]=[CH:26][C:27]=4[F:28])[CH:17]=[CH:18][CH:19]=3)[CH:5]=[CH:4][N:3]=2)=[CH:34][C:35]=1[F:45]. Given the reactants Cl[C:2]1[N:7]=[C:6]([C:8]2[S:12][C:11]([CH3:13])=[N:10][C:9]=2[C:14]2[CH:15]=[C:16]([NH:20][C:21](=[O:30])[C:22]3[C:27]([F:28])=[CH:26][CH:25]=[CH:24][C:23]=3[F:29])[CH:17]=[CH:18][CH:19]=2)[CH:5]=[CH:4][N:3]=1.Cl.[NH2:32][C:33]1[CH:38]=[CH:37][C:36]([O:39][CH2:40][CH2:41][N:42]([CH3:44])[CH3:43])=[C:35]([F:45])[CH:34]=1, predict the reaction product. (2) Given the reactants [Cl:1][C:2]1[CH:3]=[C:4]([CH:11]=[CH:12][C:13]=1[Cl:14])[CH2:5][CH:6]([C:9]#[N:10])[C:7]#[N:8].[H-].[Na+].Br[CH2:18][CH2:19][C:20]([F:23])([F:22])[F:21], predict the reaction product. The product is: [Cl:1][C:2]1[CH:3]=[C:4]([CH:11]=[CH:12][C:13]=1[Cl:14])[CH2:5][C:6]([CH2:18][CH2:19][C:20]([F:23])([F:22])[F:21])([C:7]#[N:8])[C:9]#[N:10]. (3) Given the reactants [C:1]([O:9][CH2:10][CH2:11][CH3:12])(=[O:8])[C:2]1[CH:7]=[CH:6][CH:5]=[CH:4][CH:3]=1.[C:13]1(CCO)[CH:18]=[CH:17]C=[CH:15][CH:14]=1.C([O-])(=O)C([O-])=O.[Sn+4].C([O-])(=O)C([O-])=O.C([Sn](=O)CCCC)CCC, predict the reaction product. The product is: [C:1]([O:9][CH2:10][CH2:11][C:12]1[CH:17]=[CH:18][CH:13]=[CH:14][CH:15]=1)(=[O:8])[C:2]1[CH:7]=[CH:6][CH:5]=[CH:4][CH:3]=1. (4) Given the reactants [Cl:1][C:2]1[CH:3]=[C:4]([CH:9]=[CH:10][C:11]=1[OH:12])[C:5]([O:7][CH3:8])=[O:6].[CH3:13][CH:14](O)[CH3:15].C1(P(C2C=CC=CC=2)C2C=CC=CC=2)C=CC=CC=1.N(C(OC(C)C)=O)=NC(OC(C)C)=O, predict the reaction product. The product is: [Cl:1][C:2]1[CH:3]=[C:4]([CH:9]=[CH:10][C:11]=1[O:12][CH:14]([CH3:15])[CH3:13])[C:5]([O:7][CH3:8])=[O:6]. (5) Given the reactants O[CH:2]([C:6]1[C:14]2[C:13](=[O:15])[N:12]([CH2:16][O:17][CH2:18][CH2:19][Si:20]([CH3:23])([CH3:22])[CH3:21])[N:11]=[CH:10][C:9]=2[N:8]([CH2:24][O:25][CH2:26][CH2:27][Si:28]([CH3:31])([CH3:30])[CH3:29])[CH:7]=1)[CH2:3][O:4]C.[H][H], predict the reaction product. The product is: [OH:4][CH2:3][CH2:2][C:6]1[C:14]2[C:13](=[O:15])[N:12]([CH2:16][O:17][CH2:18][CH2:19][Si:20]([CH3:21])([CH3:22])[CH3:23])[N:11]=[CH:10][C:9]=2[N:8]([CH2:24][O:25][CH2:26][CH2:27][Si:28]([CH3:29])([CH3:31])[CH3:30])[CH:7]=1. (6) Given the reactants N([O-])=O.[Na+].[CH2:5]([C:7]1[C:8](N)=[N:9][C:10]([O:26][CH3:27])=[C:11]([C:13]2[CH:18]=[CH:17][C:16]([O:19][C:20]([F:23])([F:22])[F:21])=[CH:15][C:14]=2[O:24][CH3:25])[N:12]=1)[CH3:6].[BrH:29], predict the reaction product. The product is: [Br:29][C:8]1[N:9]=[C:10]([O:26][CH3:27])[C:11]([C:13]2[CH:18]=[CH:17][C:16]([O:19][C:20]([F:23])([F:22])[F:21])=[CH:15][C:14]=2[O:24][CH3:25])=[N:12][C:7]=1[CH2:5][CH3:6]. (7) Given the reactants Cl[C:2]1[C:3]2[N:4]([CH:13]=[N:14][N:15]=2)[C:5]2[C:10]([N:11]=1)=[CH:9][CH:8]=[C:7]([Cl:12])[CH:6]=2.CC1(C)C(C)(C)OB([C:24]2[CH2:29][CH2:28][N:27]([C:30]([O:32][C:33]([CH3:36])([CH3:35])[CH3:34])=[O:31])[CH2:26][CH:25]=2)O1.C([O-])([O-])=O.[K+].[K+].O1CCOCC1, predict the reaction product. The product is: [Cl:12][C:7]1[CH:6]=[C:5]2[C:10]([N:11]=[C:2]([C:24]3[CH2:29][CH2:28][N:27]([C:30]([O:32][C:33]([CH3:36])([CH3:35])[CH3:34])=[O:31])[CH2:26][CH:25]=3)[C:3]3[N:4]2[CH:13]=[N:14][N:15]=3)=[CH:9][CH:8]=1.